Dataset: Full USPTO retrosynthesis dataset with 1.9M reactions from patents (1976-2016). Task: Predict the reactants needed to synthesize the given product. Given the product [F:1][C:2]1([F:14])[CH2:3][C:4]([CH2:12][F:13])([C:6]([OH:8])=[O:7])[CH2:5]1, predict the reactants needed to synthesize it. The reactants are: [F:1][C:2]1([F:14])[CH2:5][C:4]([CH2:12][F:13])([C:6]([O:8]C(C)C)=[O:7])[CH2:3]1.[OH-].[Na+].